From a dataset of Forward reaction prediction with 1.9M reactions from USPTO patents (1976-2016). Predict the product of the given reaction. Given the reactants N#N.C([O:9][C:10]1([C:13]2[N:14]=[C:15]([CH2:18][N:19]3[N:23]=[C:22]([NH:24][C:25]([C:27]4[N:28]=[C:29]([CH3:39])[O:30][C:31]=4[C:32]4[CH:33]=[C:34]([CH3:38])[CH:35]=[CH:36][CH:37]=4)=[O:26])[CH:21]=[N:20]3)[O:16][CH:17]=2)[CH2:12][CH2:11]1)(=O)C(C)(C)C.CC(C[AlH]CC(C)C)C.[C@H](O)(C([O-])=O)[C@@H](O)C([O-])=O.[Na+].[K+], predict the reaction product. The product is: [OH:9][C:10]1([C:13]2[N:14]=[C:15]([CH2:18][N:19]3[N:23]=[C:22]([NH:24][C:25]([C:27]4[N:28]=[C:29]([CH3:39])[O:30][C:31]=4[C:32]4[CH:33]=[C:34]([CH3:38])[CH:35]=[CH:36][CH:37]=4)=[O:26])[CH:21]=[N:20]3)[O:16][CH:17]=2)[CH2:11][CH2:12]1.